This data is from Forward reaction prediction with 1.9M reactions from USPTO patents (1976-2016). The task is: Predict the product of the given reaction. Given the reactants [Br:1][C:2]1[C:14]([F:15])=[CH:13][C:12]([C:16](O)=[O:17])=[C:11]2[C:3]=1[C:4]1[CH2:5][CH2:6][CH:7]([CH:19]([C:25]([O:27][CH2:28][CH3:29])=[O:26])[C:20]([O:22][CH2:23][CH3:24])=[O:21])[CH2:8][C:9]=1[NH:10]2.C(Cl)CCl.C1C=CC2N(O)N=[N:40]C=2C=1.[NH4+].[OH-], predict the reaction product. The product is: [Br:1][C:2]1[C:14]([F:15])=[CH:13][C:12]([C:16](=[O:17])[NH2:40])=[C:11]2[C:3]=1[C:4]1[CH2:5][CH2:6][CH:7]([CH:19]([C:20]([O:22][CH2:23][CH3:24])=[O:21])[C:25]([O:27][CH2:28][CH3:29])=[O:26])[CH2:8][C:9]=1[NH:10]2.